Dataset: Full USPTO retrosynthesis dataset with 1.9M reactions from patents (1976-2016). Task: Predict the reactants needed to synthesize the given product. (1) Given the product [Cl:32][C:31]1[C:2]([Cl:1])=[CH:3][C:4]2[N:8]([CH2:42][O:43][CH3:44])[C:7]([C:9]3[NH:10][C:11]4[C:16]([CH:17]=3)=[CH:15][C:14]([CH:18]=[O:19])=[CH:13][CH:12]=4)=[N:6][C:5]=2[CH:30]=1, predict the reactants needed to synthesize it. The reactants are: [Cl:1][C:2]1[C:31]([Cl:32])=[CH:30][C:5]2[N:6]=[C:7]([C:9]3[N:10](S(C4C=CC(C)=CC=4)(=O)=O)[C:11]4[C:16]([CH:17]=3)=[CH:15][C:14]([CH:18]=[O:19])=[CH:13][CH:12]=4)[NH:8][C:4]=2[CH:3]=1.C(N(C(C)C)CC)(C)C.[CH3:42][O:43][CH2:44]Cl.O. (2) Given the product [OH:1][C:2]1[CH:3]=[CH:4][C:5]([C:8]([Cl:19])=[O:10])=[N:6][CH:7]=1, predict the reactants needed to synthesize it. The reactants are: [OH:1][C:2]1[CH:3]=[CH:4][C:5]([C:8]([OH:10])=O)=[N:6][CH:7]=1.CN(C)C=O.C(Cl)(=O)C([Cl:19])=O. (3) Given the product [N+:11]([C:8]1[CH:9]=[CH:10][C:5]([O:4][CH2:3][CH2:2][N:15]2[CH:19]=[N:18][CH:17]=[N:16]2)=[CH:6][CH:7]=1)([O-:13])=[O:12], predict the reactants needed to synthesize it. The reactants are: Cl[CH2:2][CH2:3][O:4][C:5]1[CH:10]=[CH:9][C:8]([N+:11]([O-:13])=[O:12])=[CH:7][CH:6]=1.[Na].[NH:15]1[CH:19]=[N:18][CH:17]=[N:16]1.C(OCC)(=O)C.O. (4) Given the product [C:20]([O:24][C:25]([N:27]1[CH2:32][CH2:31][CH:30]([N:33]([CH:34]2[CH2:35][CH2:36]2)[C:17]([C:14]2[N:13]=[C:12]([C:3]3[CH:4]=[CH:5][C:6]([S:8]([CH3:11])(=[O:9])=[O:10])=[CH:7][C:2]=3[F:1])[O:16][N:15]=2)=[O:19])[CH2:29][CH2:28]1)=[O:26])([CH3:23])([CH3:21])[CH3:22], predict the reactants needed to synthesize it. The reactants are: [F:1][C:2]1[CH:7]=[C:6]([S:8]([CH3:11])(=[O:10])=[O:9])[CH:5]=[CH:4][C:3]=1[C:12]1[O:16][N:15]=[C:14]([C:17]([OH:19])=O)[N:13]=1.[C:20]([O:24][C:25]([N:27]1[CH2:32][CH2:31][CH:30]([NH:33][CH:34]2[CH2:36][CH2:35]2)[CH2:29][CH2:28]1)=[O:26])([CH3:23])([CH3:22])[CH3:21]. (5) Given the product [C:8]([O:7][C@@H:6]1[C@H:11]([O:12][C:13](=[O:15])[CH3:14])[C@@H:16]([O:17][C:18](=[O:20])[CH3:19])[C@H:21]([CH2:23][O:24][C:25](=[O:27])[CH3:26])[O:22][C@H:5]1[Br:28])(=[O:10])[CH3:9], predict the reactants needed to synthesize it. The reactants are: C(O[CH:5]1[O:22][C@@H:21]([CH2:23][O:24][C:25](=[O:27])[CH3:26])[C@H:16]([O:17][C:18](=[O:20])[CH3:19])[C@@H:11]([O:12][C:13](=[O:15])[CH3:14])[C@H:6]1[O:7][C:8](=[O:10])[CH3:9])(=O)C.[BrH:28].CC(O)=O.C(OCC)(=O)C.C1(C)C=CC=CC=1. (6) Given the product [Br:9][C:10]1[C:14]([C:15]2[CH:20]=[CH:19][C:18]([Cl:21])=[CH:17][CH:16]=2)=[N:13][N:12]([CH3:7])[CH:11]=1, predict the reactants needed to synthesize it. The reactants are: C([O-])([O-])=O.[Cs+].[Cs+].[CH3:7]I.[Br:9][C:10]1[CH:11]=[N:12][N:13](C)[C:14]=1[C:15]1[CH:20]=[CH:19][C:18]([Cl:21])=[CH:17][CH:16]=1. (7) Given the product [OH:1][C:2]12[C:13]3[C:8](=[C:9]([NH2:14])[CH:10]=[CH:11][CH:12]=3)[C:7](=[O:17])[C:6]1([NH:18][C:19]([NH:21][C:22]1[CH:23]=[CH:24][C:25]([O:28][CH3:29])=[CH:26][CH:27]=1)=[S:20])[C:5]1[CH:30]=[C:31]([CH:37]([CH3:39])[CH3:38])[CH:32]=[C:33]([CH:34]([CH3:35])[CH3:36])[C:4]=1[O:3]2, predict the reactants needed to synthesize it. The reactants are: [OH:1][C:2]12[C:13]3[C:8](=[C:9]([N+:14]([O-])=O)[CH:10]=[CH:11][CH:12]=3)[C:7](=[O:17])[C:6]1([NH:18][C:19]([NH:21][C:22]1[CH:27]=[CH:26][C:25]([O:28][CH3:29])=[CH:24][CH:23]=1)=[S:20])[C:5]1[CH:30]=[C:31]([CH:37]([CH3:39])[CH3:38])[CH:32]=[C:33]([CH:34]([CH3:36])[CH3:35])[C:4]=1[O:3]2.O. (8) Given the product [N:21]([CH2:2][CH:3]1[CH2:8][CH2:7][N:6]([C:9]([O:11][C:12]([CH3:15])([CH3:14])[CH3:13])=[O:10])[CH2:5][CH2:4]1)=[N+:22]=[N-:23], predict the reactants needed to synthesize it. The reactants are: O[CH2:2][CH:3]1[CH2:8][CH2:7][N:6]([C:9]([O:11][C:12]([CH3:15])([CH3:14])[CH3:13])=[O:10])[CH2:5][CH2:4]1.CS(Cl)(=O)=O.[N-:21]=[N+:22]=[N-:23].[Na+]. (9) Given the product [Br:14][CH2:15][CH2:16][CH2:17][CH2:18][O:13][CH2:12][C:8]1[CH:9]=[CH:10][CH:11]=[C:6]([O:5][C:1]([CH3:4])([CH3:2])[CH3:3])[CH:7]=1, predict the reactants needed to synthesize it. The reactants are: [C:1]([O:5][C:6]1[CH:7]=[C:8]([CH2:12][OH:13])[CH:9]=[CH:10][CH:11]=1)([CH3:4])([CH3:3])[CH3:2].[Br:14][CH2:15][CH2:16][CH2:17][CH2:18]Br.